This data is from Peptide-MHC class I binding affinity with 185,985 pairs from IEDB/IMGT. The task is: Regression. Given a peptide amino acid sequence and an MHC pseudo amino acid sequence, predict their binding affinity value. This is MHC class I binding data. (1) The peptide sequence is TLKPGTMSV. The MHC is HLA-A03:01 with pseudo-sequence HLA-A03:01. The binding affinity (normalized) is 0.0847. (2) The peptide sequence is KLWIWIGSQ. The MHC is HLA-A02:11 with pseudo-sequence HLA-A02:11. The binding affinity (normalized) is 0.448. (3) The peptide sequence is MTLYTIAI. The MHC is H-2-Kb with pseudo-sequence H-2-Kb. The binding affinity (normalized) is 0.206. (4) The peptide sequence is KLGKAGYVV. The MHC is HLA-A02:03 with pseudo-sequence HLA-A02:03. The binding affinity (normalized) is 0.898. (5) The peptide sequence is GEGSGARLL. The MHC is HLA-B27:05 with pseudo-sequence HLA-B27:05. The binding affinity (normalized) is 0.0847. (6) The peptide sequence is VGPEWEPVPL. The MHC is H-2-Kb with pseudo-sequence H-2-Kb. The binding affinity (normalized) is 0.240.